From a dataset of NCI-60 drug combinations with 297,098 pairs across 59 cell lines. Regression. Given two drug SMILES strings and cell line genomic features, predict the synergy score measuring deviation from expected non-interaction effect. (1) Drug 1: CC1CCC2CC(C(=CC=CC=CC(CC(C(=O)C(C(C(=CC(C(=O)CC(OC(=O)C3CCCCN3C(=O)C(=O)C1(O2)O)C(C)CC4CCC(C(C4)OC)O)C)C)O)OC)C)C)C)OC. Drug 2: C(CC(=O)O)C(=O)CN.Cl. Cell line: EKVX. Synergy scores: CSS=21.9, Synergy_ZIP=-6.61, Synergy_Bliss=-0.0698, Synergy_Loewe=-8.77, Synergy_HSA=-0.106. (2) Synergy scores: CSS=25.7, Synergy_ZIP=-2.09, Synergy_Bliss=-2.36, Synergy_Loewe=-9.74, Synergy_HSA=0.145. Drug 2: CCC1=C2CN3C(=CC4=C(C3=O)COC(=O)C4(CC)O)C2=NC5=C1C=C(C=C5)O. Drug 1: C1=NC2=C(N=C(N=C2N1C3C(C(C(O3)CO)O)F)Cl)N. Cell line: NCI-H522. (3) Drug 1: C1CCC(C1)C(CC#N)N2C=C(C=N2)C3=C4C=CNC4=NC=N3. Drug 2: CN(C)N=NC1=C(NC=N1)C(=O)N. Cell line: OVCAR3. Synergy scores: CSS=-6.18, Synergy_ZIP=0.306, Synergy_Bliss=-4.48, Synergy_Loewe=-10.8, Synergy_HSA=-8.61. (4) Drug 2: C1C(C(OC1N2C=NC3=C2NC=NCC3O)CO)O. Drug 1: C(CC(=O)O)C(=O)CN.Cl. Synergy scores: CSS=5.12, Synergy_ZIP=-2.99, Synergy_Bliss=-0.971, Synergy_Loewe=-1.20, Synergy_HSA=-1.04. Cell line: A549. (5) Drug 1: CC1CCC2CC(C(=CC=CC=CC(CC(C(=O)C(C(C(=CC(C(=O)CC(OC(=O)C3CCCCN3C(=O)C(=O)C1(O2)O)C(C)CC4CCC(C(C4)OC)O)C)C)O)OC)C)C)C)OC. Drug 2: C1CC(=O)NC(=O)C1N2C(=O)C3=CC=CC=C3C2=O. Cell line: SK-MEL-28. Synergy scores: CSS=13.0, Synergy_ZIP=-3.10, Synergy_Bliss=-0.270, Synergy_Loewe=-15.8, Synergy_HSA=-0.526.